From a dataset of Full USPTO retrosynthesis dataset with 1.9M reactions from patents (1976-2016). Predict the reactants needed to synthesize the given product. (1) Given the product [F:42][C:43]1[CH:48]=[CH:47][CH:46]=[CH:45][C:44]=1[C:2]1[CH:7]=[CH:6][N:5]=[C:4]([C:8]2[C:16]3[C:11](=[CH:12][CH:13]=[C:14]([C:17]4[O:21][C:20]([NH:22][CH2:23][C:24]5[CH:29]=[CH:28][C:27]([O:30][CH3:31])=[CH:26][CH:25]=5)=[N:19][N:18]=4)[CH:15]=3)[N:10]([S:32]([C:35]3[CH:41]=[CH:40][C:38]([CH3:39])=[CH:37][CH:36]=3)(=[O:34])=[O:33])[CH:9]=2)[N:3]=1, predict the reactants needed to synthesize it. The reactants are: Cl[C:2]1[CH:7]=[CH:6][N:5]=[C:4]([C:8]2[C:16]3[C:11](=[CH:12][CH:13]=[C:14]([C:17]4[O:21][C:20]([NH:22][CH2:23][C:24]5[CH:29]=[CH:28][C:27]([O:30][CH3:31])=[CH:26][CH:25]=5)=[N:19][N:18]=4)[CH:15]=3)[N:10]([S:32]([C:35]3[CH:41]=[CH:40][C:38]([CH3:39])=[CH:37][CH:36]=3)(=[O:34])=[O:33])[CH:9]=2)[N:3]=1.[F:42][C:43]1[CH:48]=[CH:47][CH:46]=[CH:45][C:44]=1B(O)O.C([O-])([O-])=O.[K+].[K+]. (2) The reactants are: F[C:2]1[C:3]([CH3:22])=[N:4][C:5]2[C:10]([N:11]=1)=[C:9]([C:12]1[NH:20][C:19]3[CH2:18][CH2:17][NH:16][C:15](=[O:21])[C:14]=3[CH:13]=1)[CH:8]=[CH:7][CH:6]=2.Cl.[O:24]1[CH2:29][CH2:28][CH2:27][CH:26]([NH2:30])[CH2:25]1.CCN(C(C)C)C(C)C. Given the product [CH3:22][C:3]1[C:2]([NH:30][CH:26]2[CH2:27][CH2:28][CH2:29][O:24][CH2:25]2)=[N:11][C:10]2[C:5](=[CH:6][CH:7]=[CH:8][C:9]=2[C:12]2[NH:20][C:19]3[CH2:18][CH2:17][NH:16][C:15](=[O:21])[C:14]=3[CH:13]=2)[N:4]=1, predict the reactants needed to synthesize it. (3) Given the product [F:19][C:16]1[CH:17]=[CH:18][C:13]([O:1][C:2]2[CH:7]=[CH:6][CH:5]=[CH:4][C:3]=2[C:8]([F:9])([F:10])[F:11])=[C:14]([N+:20]([O-:22])=[O:21])[CH:15]=1.[F:23][C:24]1[CH:25]=[CH:26][C:27]([O:31][C:32]2[CH:37]=[CH:36][CH:35]=[CH:34][C:33]=2[C:38]([F:39])([F:40])[F:41])=[C:28]([NH:29][C:2]([NH:42][C:43]2[S:44][CH:45]=[CH:46][N:47]=2)=[O:1])[CH:30]=1, predict the reactants needed to synthesize it. The reactants are: [OH:1][C:2]1[CH:7]=[CH:6][CH:5]=[CH:4][C:3]=1[C:8]([F:11])([F:10])[F:9].F[C:13]1[CH:18]=[CH:17][C:16]([F:19])=[CH:15][C:14]=1[N+:20]([O-:22])=[O:21].[F:23][C:24]1[CH:25]=[CH:26][C:27]([O:31][C:32]2[CH:37]=[CH:36][CH:35]=[CH:34][C:33]=2[C:38]([F:41])([F:40])[F:39])=[C:28]([CH:30]=1)[NH2:29].[NH2:42][C:43]1[S:44][CH:45]=[CH:46][N:47]=1. (4) Given the product [CH:23]1([C:21]2[CH:22]=[C:13]([C:12]#[C:11][C:8]3[CH:7]=[CH:6][C:5]([C:4]([OH:30])=[O:3])=[CH:10][CH:9]=3)[CH:14]=[C:15]3[C:20]=2[O:19][C:18]([CH3:26])([CH3:27])[CH2:17][C:16]3([CH3:29])[CH3:28])[CH2:24][CH2:25]1, predict the reactants needed to synthesize it. The reactants are: C([O:3][C:4](=[O:30])[C:5]1[CH:10]=[CH:9][C:8]([C:11]#[C:12][C:13]2[CH:14]=[C:15]3[C:20](=[C:21]([CH:23]4[CH2:25][CH2:24]4)[CH:22]=2)[O:19][C:18]([CH3:27])([CH3:26])[CH2:17][C:16]3([CH3:29])[CH3:28])=[CH:7][CH:6]=1)C.CO.[OH-].[Na+].O. (5) Given the product [Br:11][C:8]1[CH:9]=[C:4]([CH:1]2[CH2:3][CH2:2]2)[C:5]([NH2:10])=[N:6][CH:7]=1, predict the reactants needed to synthesize it. The reactants are: [CH:1]1([C:4]2[C:5]([NH2:10])=[N:6][CH:7]=[CH:8][CH:9]=2)[CH2:3][CH2:2]1.[Br:11]N1C(=O)CCC1=O. (6) Given the product [C:33]([O:41][CH2:42][CH2:43][N:44]([C:46]([N:48]1[C:52]2[CH:53]=[CH:54][C:55]([O:5][CH3:2])=[CH:56][C:51]=2[N:50]=[C:49]1[S:59]([CH2:61][C:62]1[C:67]([CH3:68])=[C:66]([O:69][CH3:70])[C:65]([CH3:71])=[CH:64][N:63]=1)=[O:60])=[O:47])[CH3:45])(=[O:40])[C:34]1[CH:39]=[CH:38][CH:37]=[CH:36][CH:35]=1, predict the reactants needed to synthesize it. The reactants are: Cl[C:2]([O:5]C(=O)OC(Cl)(Cl)Cl)(Cl)Cl.N1C=CC=CC=1.Cl.C(OCCNC)(=O)C1C=CC=CC=1.[C:33]([O:41][CH2:42][CH2:43][N:44]([C:46]([N:48]1[C:52]2[CH:53]=[C:54](OC)[CH:55]=[CH:56][C:51]=2[N:50]=[C:49]1[S:59]([CH2:61][C:62]1[C:67]([CH3:68])=[C:66]([O:69][CH3:70])[C:65]([CH3:71])=[CH:64][N:63]=1)=[O:60])=[O:47])[CH3:45])(=[O:40])[C:34]1[CH:39]=[CH:38][CH:37]=[CH:36][CH:35]=1. (7) Given the product [CH:1]1([C:6]#[C:7][C:20]#[N:21])[CH2:5][CH2:4][CH2:3][CH2:2]1, predict the reactants needed to synthesize it. The reactants are: [CH:1]1([C:6]#[CH:7])[CH2:5][CH2:4][CH2:3][CH2:2]1.C([Li])CCC.C1(O[C:20]#[N:21])C=CC=CC=1.[OH-].[Na+]. (8) Given the product [CH2:20]([O:22][CH:6]([O:7][CH2:25][CH3:26])[C:1]1([C@H:4]([NH:42][C@H:40]([C:34]2[CH:39]=[CH:38][CH:37]=[CH:36][CH:35]=2)[CH3:41])[C:43]#[N:44])[CH2:2][CH2:3]1)[CH3:21], predict the reactants needed to synthesize it. The reactants are: [C:1]1([CH:6]=[O:7])([CH:4]=O)[CH2:3][CH2:2]1.O.C1(C)C=CC(S(O)(=O)=O)=CC=1.[CH2:20]([OH:22])[CH3:21].C([O-])([O-])O[CH2:25][CH3:26].C(=O)(O)[O-].[Na+].[C:34]1([C@@H:40]([NH2:42])[CH3:41])[CH:39]=[CH:38][CH:37]=[CH:36][CH:35]=1.[C-:43]#[N:44].[K+].S(=O)(O)[O-].[Na+].